Dataset: Full USPTO retrosynthesis dataset with 1.9M reactions from patents (1976-2016). Task: Predict the reactants needed to synthesize the given product. Given the product [CH:29]1([C:27]2[N:26]([CH3:32])[C:25]3[CH:33]=[C:21]([N:18]4[CH:19]=[CH:20][C:15]([O:9][CH2:8][C:5]5[S:6][CH:7]=[C:3]([C:2]([F:10])([F:1])[F:11])[CH:4]=5)=[CH:16][C:17]4=[O:34])[CH:22]=[CH:23][C:24]=3[N:28]=2)[CH2:30][CH2:31]1, predict the reactants needed to synthesize it. The reactants are: [F:1][C:2]([F:11])([F:10])[C:3]1[CH:4]=[C:5]([CH2:8][OH:9])[S:6][CH:7]=1.[H-].[Na+].Br[C:15]1[CH:20]=[CH:19][N:18]([C:21]2[CH:22]=[CH:23][C:24]3[N:28]=[C:27]([CH:29]4[CH2:31][CH2:30]4)[N:26]([CH3:32])[C:25]=3[CH:33]=2)[C:17](=[O:34])[CH:16]=1.O.